Dataset: Catalyst prediction with 721,799 reactions and 888 catalyst types from USPTO. Task: Predict which catalyst facilitates the given reaction. (1) Reactant: C(OC([N:8]1[C:16]2[C:11](=[CH:12][CH:13]=[CH:14][CH:15]=2)[CH:10]([C:17](=[O:27])[N:18]([CH3:26])[CH:19]2[CH2:24][CH2:23][N:22]([CH3:25])[CH2:21][CH2:20]2)[CH2:9]1)=O)(C)(C)C.FC(F)(F)C(O)=O.C(=O)(O)[O-].[Na+]. Product: [CH3:26][N:18]([CH:19]1[CH2:24][CH2:23][N:22]([CH3:25])[CH2:21][CH2:20]1)[C:17]([CH:10]1[C:11]2[C:16](=[CH:15][CH:14]=[CH:13][CH:12]=2)[NH:8][CH2:9]1)=[O:27]. The catalyst class is: 4. (2) Reactant: [CH2:1]([O:5][C:6]1[CH:11]=[CH:10][C:9]([CH3:12])=[CH:8][C:7]=1[C:13]1[N:21]([CH2:22][C:23]2[CH:28]=[CH:27][C:26]([Cl:29])=[CH:25][CH:24]=2)[C:20]2[C:15](=[N:16][C:17](Cl)=[N:18][C:19]=2[NH:30][C@@H:31]([CH:33]2[CH2:35][CH2:34]2)[CH3:32])[N:14]=1)[CH2:2][CH:3]=[CH2:4].[C-:37]#[N:38].[Na+].O. Product: [CH2:1]([O:5][C:6]1[CH:11]=[CH:10][C:9]([CH3:12])=[CH:8][C:7]=1[C:13]1[N:21]([CH2:22][C:23]2[CH:24]=[CH:25][C:26]([Cl:29])=[CH:27][CH:28]=2)[C:20]2[C:15](=[N:16][C:17]([C:37]#[N:38])=[N:18][C:19]=2[NH:30][C@@H:31]([CH:33]2[CH2:34][CH2:35]2)[CH3:32])[N:14]=1)[CH2:2][CH:3]=[CH2:4]. The catalyst class is: 16. (3) Reactant: C1(C)C=CC(S([O-])(=O)=O)=CC=1.[NH+]1C=CC=CC=1.[CH3:18][C:19]([C:29]1[CH:33]=[C:32]([NH:34][C:35]([C@@H:37]2[CH2:40][CH2:39][N:38]2[C:41]2[C:46]([Cl:47])=[CH:45][C:44]([C:48]([F:51])([F:50])[F:49])=[CH:43][N:42]=2)=[O:36])[O:31][N:30]=1)([CH3:28])[CH2:20][O:21]C1CCCCO1. Product: [OH:21][CH2:20][C:19]([C:29]1[CH:33]=[C:32]([NH:34][C:35]([C@@H:37]2[CH2:40][CH2:39][N:38]2[C:41]2[C:46]([Cl:47])=[CH:45][C:44]([C:48]([F:51])([F:50])[F:49])=[CH:43][N:42]=2)=[O:36])[O:31][N:30]=1)([CH3:28])[CH3:18]. The catalyst class is: 8.